From a dataset of Peptide-MHC class I binding affinity with 185,985 pairs from IEDB/IMGT. Regression. Given a peptide amino acid sequence and an MHC pseudo amino acid sequence, predict their binding affinity value. This is MHC class I binding data. (1) The peptide sequence is QIMYNYPAM. The MHC is HLA-A11:01 with pseudo-sequence HLA-A11:01. The binding affinity (normalized) is 0. (2) The peptide sequence is FATYKTLKY. The MHC is Mamu-B17 with pseudo-sequence Mamu-B17. The binding affinity (normalized) is 0.141.